This data is from Experimental lipophilicity measurements (octanol/water distribution) for 4,200 compounds from AstraZeneca. The task is: Regression/Classification. Given a drug SMILES string, predict its absorption, distribution, metabolism, or excretion properties. Task type varies by dataset: regression for continuous measurements (e.g., permeability, clearance, half-life) or binary classification for categorical outcomes (e.g., BBB penetration, CYP inhibition). For this dataset (lipophilicity_astrazeneca), we predict Y. The compound is O=C(NS(=O)(=O)c1ccc(F)cc1)N1CCC(N2CCC(Oc3ccc(Cl)c(Cl)c3)CC2)CC1. The Y is 1.79 logD.